From a dataset of Forward reaction prediction with 1.9M reactions from USPTO patents (1976-2016). Predict the product of the given reaction. (1) Given the reactants [Br:1][C:2]1[CH:3]=[CH:4][CH:5]=[C:6]2[C:11]=1[N:10]=[C:9]([CH:12]([OH:15])[CH2:13][OH:14])[CH:8]=[CH:7]2.CO[C:18](OC)([CH3:20])[CH3:19].O.[O-2].[O-2].[O-2].O=[Si]=O.O=[Si]=O.O=[Si]=O.O=[Si]=O.[Al+3].[Al+3], predict the reaction product. The product is: [Br:1][C:2]1[CH:3]=[CH:4][CH:5]=[C:6]2[C:11]=1[N:10]=[C:9]([CH:12]1[CH2:13][O:14][C:18]([CH3:20])([CH3:19])[O:15]1)[CH:8]=[CH:7]2. (2) Given the reactants [NH:1]([C:3]([NH:5][C:6]1[CH:7]=[C:8]([CH:12]=[CH:13][N:14]=1)C([O-])=O)=[O:4])[NH2:2].[CH:15]([O:20]C)([O:18][CH3:19])OC.O.[C:23]1(C)C=CC(S(O)(=O)=O)=CC=1, predict the reaction product. The product is: [O:4]=[C:3]1[NH:1][N:2]=[CH:23][N:5]1[C:6]1[CH:7]=[C:8]([CH:12]=[CH:13][N:14]=1)[C:15]([O:18][CH3:19])=[O:20]. (3) Given the reactants [Cl:1][C:2]1[CH:3]=[C:4]([CH:25]=[CH:26][C:27]=1[Cl:28])[O:5][C:6]1[CH:11]=[CH:10][CH:9]=[CH:8][C:7]=1[NH:12][S:13]([C:16]1[CH:24]=[CH:23][C:19]([C:20]([OH:22])=O)=[CH:18][CH:17]=1)(=[O:15])=[O:14].Cl.Cl.Cl.Cl.[N:33]1[CH:38]=[CH:37][CH:36]=[CH:35][C:34]=1[N:39]1[CH2:44][CH2:43][N:42]([CH2:45][CH2:46][NH2:47])[CH2:41][CH2:40]1, predict the reaction product. The product is: [Cl:1][C:2]1[CH:3]=[C:4]([CH:25]=[CH:26][C:27]=1[Cl:28])[O:5][C:6]1[CH:11]=[CH:10][CH:9]=[CH:8][C:7]=1[NH:12][S:13]([C:16]1[CH:17]=[CH:18][C:19]([C:20]([NH:47][CH2:46][CH2:45][N:42]2[CH2:41][CH2:40][N:39]([C:34]3[CH:35]=[CH:36][CH:37]=[CH:38][N:33]=3)[CH2:44][CH2:43]2)=[O:22])=[CH:23][CH:24]=1)(=[O:15])=[O:14]. (4) Given the reactants [CH3:1][C:2]1[CH:7]=[CH:6][C:5]2[O:8][CH2:9][C:10]([CH2:12][O:13][C:4]=2[CH:3]=1)=[O:11].[F:14][C:15]1[CH:22]=[CH:21][C:18]([CH:19]=O)=[CH:17][CH:16]=1, predict the reaction product. The product is: [F:14][C:15]1[CH:22]=[CH:21][C:18](/[CH:19]=[C:9]2/[C:10](=[O:11])/[C:12](=[CH:19]/[C:18]3[CH:21]=[CH:22][C:15]([F:14])=[CH:16][CH:17]=3)/[O:13][C:4]3[CH:3]=[C:2]([CH3:1])[CH:7]=[CH:6][C:5]=3[O:8]/2)=[CH:17][CH:16]=1. (5) Given the reactants I[C:2]1[C:3]([C:16]2[CH:21]=[CH:20][CH:19]=[C:18]([N+:22]([O-:24])=[O:23])[CH:17]=2)=[N:4][N:5]([CH2:7][C:8]2[CH:13]=[CH:12][C:11]([O:14][CH3:15])=[CH:10][CH:9]=2)[CH:6]=1.C(=O)([O-])[O-].[Cs+].[Cs+].[F:31][C:32]1[C:37](B(O)O)=[CH:36][CH:35]=[CH:34][N:33]=1, predict the reaction product. The product is: [F:31][C:32]1[CH:37]=[C:36]([C:2]2[C:3]([C:16]3[CH:21]=[CH:20][CH:19]=[C:18]([N+:22]([O-:24])=[O:23])[CH:17]=3)=[N:4][N:5]([CH2:7][C:8]3[CH:13]=[CH:12][C:11]([O:14][CH3:15])=[CH:10][CH:9]=3)[CH:6]=2)[CH:35]=[CH:34][N:33]=1. (6) Given the reactants [Br:1][C:2]1[CH:7]=[CH:6][CH:5]=[C:4](F)[N:3]=1.NC[C:11]1([C:17]#[N:18])[CH2:16][CH2:15][O:14][CH2:13][CH2:12]1.[CH2:19]([N:21](CC)CC)C, predict the reaction product. The product is: [Br:1][C:2]1[N:3]=[C:4]([NH:21][CH2:19][CH:13]2[CH2:12][CH:11]([C:17]#[N:18])[CH2:16][CH2:15][O:14]2)[CH:5]=[CH:6][CH:7]=1. (7) Given the reactants [F:1][C:2]1[CH:3]=[C:4]2[C:8](=[CH:9][CH:10]=1)[NH:7][C:6](=[O:11])[C:5]2=[C:12]1[C:20]2[C:15](=[CH:16][C:17]([CH2:21][CH2:22][CH2:23]OS(C)(=O)=O)=[CH:18][CH:19]=2)[C:14]([CH3:30])([CH3:29])[O:13]1.[OH:31][CH:32]1[CH2:37][CH2:36][CH2:35][NH:34][CH2:33]1, predict the reaction product. The product is: [F:1][C:2]1[CH:3]=[C:4]2[C:8](=[CH:9][CH:10]=1)[NH:7][C:6](=[O:11])[C:5]2=[C:12]1[C:20]2[C:15](=[CH:16][C:17]([CH2:21][CH2:22][CH2:23][N:34]3[CH2:35][CH2:36][CH2:37][CH:32]([OH:31])[CH2:33]3)=[CH:18][CH:19]=2)[C:14]([CH3:29])([CH3:30])[O:13]1. (8) Given the reactants CO.Cl[C:4]1[C:9]([N+:10]([O-:12])=[O:11])=[CH:8][CH:7]=[C:6]([Cl:13])[N:5]=1.C(N(CC)CC)C.[C:21]1([NH2:28])[CH:26]=[CH:25][CH:24]=[C:23]([NH2:27])[CH:22]=1, predict the reaction product. The product is: [NH2:27][C:23]1[CH:22]=[C:21]([NH:28][C:4]2[C:9]([N+:10]([O-:12])=[O:11])=[CH:8][CH:7]=[C:6]([Cl:13])[N:5]=2)[CH:26]=[CH:25][CH:24]=1. (9) Given the reactants [CH:1]([C:3]1[N:4]=[CH:5][C:6]([NH:9][C:10](=[O:27])[CH:11]([NH:15][C:16](=[O:26])[CH2:17][C:18]2[CH:23]=[C:22]([F:24])[CH:21]=[C:20]([F:25])[CH:19]=2)[CH2:12][CH2:13][CH3:14])=[N:7][CH:8]=1)=O.[CH3:28][N:29]1[CH2:34][CH2:33][NH:32][CH2:31][CH2:30]1.S([O-])([O-])(=O)=O.[Na+].[Na+].C([BH3-])#N.[Na+], predict the reaction product. The product is: [CH3:28][N:29]1[CH2:34][CH2:33][N:32]([CH2:1][C:3]2[N:4]=[CH:5][C:6]([NH:9][C:10](=[O:27])[CH:11]([NH:15][C:16](=[O:26])[CH2:17][C:18]3[CH:23]=[C:22]([F:24])[CH:21]=[C:20]([F:25])[CH:19]=3)[CH2:12][CH2:13][CH3:14])=[N:7][CH:8]=2)[CH2:31][CH2:30]1. (10) Given the reactants [CH2:1]([C:4]#[N:5])[C:2]#[N:3].[C:6](OCC)(OCC)([O:9][CH2:10][CH3:11])[CH2:7][CH3:8], predict the reaction product. The product is: [CH2:10]([O:9][C:6](=[C:1]([C:4]#[N:5])[C:2]#[N:3])[CH2:7][CH3:8])[CH3:11].